The task is: Predict the reactants needed to synthesize the given product.. This data is from Full USPTO retrosynthesis dataset with 1.9M reactions from patents (1976-2016). (1) The reactants are: [CH3:1][N:2]([CH3:8])[C:3]([CH3:7])([CH3:6])[CH2:4][OH:5].[H-].[Na+].C1OCCOCCOCCOCCOC1.[Cl:26][C:27]1[CH:28]=[C:29]([CH:42]=[CH:43][C:44]=1[O:45][CH2:46][C:47]1[CH:52]=[CH:51][CH:50]=[CH:49][N:48]=1)[NH:30][C:31]1[C:40]2[C:35](=[CH:36][CH:37]=[CH:38][C:39]=2F)[N:34]=[CH:33][N:32]=1. Given the product [Cl:26][C:27]1[CH:28]=[C:29]([NH:30][C:31]2[C:40]3[C:35](=[CH:36][CH:37]=[CH:38][C:39]=3[O:5][CH2:4][C:3]([N:2]([CH3:8])[CH3:1])([CH3:7])[CH3:6])[N:34]=[CH:33][N:32]=2)[CH:42]=[CH:43][C:44]=1[O:45][CH2:46][C:47]1[CH:52]=[CH:51][CH:50]=[CH:49][N:48]=1, predict the reactants needed to synthesize it. (2) The reactants are: [C:1]([O:7][CH2:8][N:9]=[N+:10]=[N-:11])(=[O:6])[C:2]([CH3:5])([CH3:4])[CH3:3].O.C(O)CCC.[CH2:18]([O:21][C:22]1[CH:23]=[CH:24][C:25]([N:28]2[CH:32]=[N:31][N:30]=[N:29]2)=[N:26][CH:27]=1)[C:19]#[CH:20].O=C1O[C@H]([C@H](CO)O)C([O-])=C1O.[Na+]. Given the product [C:1]([O:7][CH2:8][N:9]1[CH:20]=[C:19]([CH2:18][O:21][C:22]2[CH:27]=[N:26][C:25]([N:28]3[CH:32]=[N:31][N:30]=[N:29]3)=[CH:24][CH:23]=2)[N:11]=[N:10]1)(=[O:6])[C:2]([CH3:5])([CH3:4])[CH3:3], predict the reactants needed to synthesize it.